This data is from Full USPTO retrosynthesis dataset with 1.9M reactions from patents (1976-2016). The task is: Predict the reactants needed to synthesize the given product. (1) Given the product [CH3:34][O:33][C:29](=[O:32])[CH2:30][CH2:31][N:6]1[CH:7]=[C:8]([C:17]2[CH:22]=[CH:21][N:20]=[CH:19][CH:18]=2)[C:9]([C:10]2[CH:11]=[CH:12][C:13]([F:16])=[CH:14][CH:15]=2)=[C:5]1[C:3]([O:2][CH3:1])=[O:4], predict the reactants needed to synthesize it. The reactants are: [CH3:1][O:2][C:3]([C:5]1[NH:6][CH:7]=[C:8]([C:17]2[CH:22]=[CH:21][N:20]=[CH:19][CH:18]=2)[C:9]=1[C:10]1[CH:15]=[CH:14][C:13]([F:16])=[CH:12][CH:11]=1)=[O:4].CC(C)([O-])C.[K+].[C:29]([O:33][CH3:34])(=[O:32])[CH:30]=[CH2:31]. (2) Given the product [C:13]1([C:10]2[C:11]3[S:12][C:5]([C:3]([OH:4])=[O:2])=[CH:6][C:7]=3[N:8]([CH2:39][C:40]([N:42]3[CH2:47][CH2:46][O:45][CH2:44][CH2:43]3)=[O:41])[C:9]=2[C:19]2[CH:20]=[C:21]3[C:26](=[CH:27][CH:28]=2)[N:25]=[C:24]([C:29]2[CH:34]=[CH:33][CH:32]=[CH:31][C:30]=2[F:35])[CH:23]=[CH:22]3)[CH2:18][CH2:17][CH2:16][CH2:15][CH:14]=1, predict the reactants needed to synthesize it. The reactants are: C[O:2][C:3]([C:5]1[S:12][C:11]2[C:10]([C:13]3[CH2:18][CH2:17][CH2:16][CH2:15][CH:14]=3)=[C:9]([C:19]3[CH:20]=[C:21]4[C:26](=[CH:27][CH:28]=3)[N:25]=[C:24]([C:29]3[CH:34]=[CH:33][CH:32]=[CH:31][C:30]=3[F:35])[CH:23]=[CH:22]4)[NH:8][C:7]=2[CH:6]=1)=[O:4].[H-].[Na+].Cl[CH2:39][C:40]([N:42]1[CH2:47][CH2:46][O:45][CH2:44][CH2:43]1)=[O:41].[Li+].[OH-].Cl.